Dataset: Full USPTO retrosynthesis dataset with 1.9M reactions from patents (1976-2016). Task: Predict the reactants needed to synthesize the given product. (1) Given the product [Cl:34][C:31]1[CH:32]=[CH:33][C:28]([C:26]2[S:27][C:21]3[C:20](=[O:35])[N:19]([C:16]4[CH:17]=[CH:18][C:13]([O:12][CH:10]5[CH2:9][N:8]([CH3:6])[CH2:11]5)=[C:14]([F:36])[CH:15]=4)[CH:24]=[CH:23][C:22]=3[CH:25]=2)=[CH:29][CH:30]=1, predict the reactants needed to synthesize it. The reactants are: C(O[C:6]([N:8]1[CH2:11][CH:10]([O:12][C:13]2[CH:18]=[CH:17][C:16]([N:19]3[CH:24]=[CH:23][C:22]4[CH:25]=[C:26]([C:28]5[CH:33]=[CH:32][C:31]([Cl:34])=[CH:30][CH:29]=5)[S:27][C:21]=4[C:20]3=[O:35])=[CH:15][C:14]=2[F:36])[CH2:9]1)=O)(C)(C)C.C(O)(C(F)(F)F)=O.C=O.CC(O)=O.[BH3-]C#N.[Na+]. (2) Given the product [C:1]([O:5][C:6](=[O:25])[N:7]([CH2:9][C:10]1[CH:14]=[C:13]([C:28]2[CH:29]=[CH:30][CH:31]=[CH:32][C:27]=2[Cl:26])[N:12]([S:16]([C:19]2[CH:20]=[N:21][CH:22]=[CH:23][CH:24]=2)(=[O:18])=[O:17])[CH:11]=1)[CH3:8])([CH3:4])([CH3:3])[CH3:2], predict the reactants needed to synthesize it. The reactants are: [C:1]([O:5][C:6](=[O:25])[N:7]([CH2:9][C:10]1[CH:14]=[C:13](Br)[N:12]([S:16]([C:19]2[CH:20]=[N:21][CH:22]=[CH:23][CH:24]=2)(=[O:18])=[O:17])[CH:11]=1)[CH3:8])([CH3:4])([CH3:3])[CH3:2].[Cl:26][C:27]1[CH:32]=[CH:31][CH:30]=[CH:29][C:28]=1B(O)O.C(=O)([O-])[O-].[Na+].[Na+]. (3) Given the product [C:1]([NH:4][C@@H:5]([C:13]([OH:15])=[O:14])[CH2:6][CH:7]([C:9]([F:11])([F:12])[F:10])[CH3:8])(=[O:3])[CH3:2], predict the reactants needed to synthesize it. The reactants are: [C:1]([NH:4][C@H:5]([C:13]([OH:15])=[O:14])[CH2:6][CH:7]([C:9]([F:12])([F:11])[F:10])[CH3:8])(=[O:3])[CH3:2].[OH-].[Na+].